This data is from Microsomal clearance measurements from AstraZeneca. The task is: Regression/Classification. Given a drug SMILES string, predict its absorption, distribution, metabolism, or excretion properties. Task type varies by dataset: regression for continuous measurements (e.g., permeability, clearance, half-life) or binary classification for categorical outcomes (e.g., BBB penetration, CYP inhibition). For this dataset (clearance_microsome_az), we predict log10(clearance) (log10 of the in vitro intrinsic clearance, CLint, in uL/min per mg of human liver microsomal protein, equivalently mL/min/g; values are censored to the assay range of 3 to 150, which is 0.477 to 2.18 on this log10 scale). (1) The drug is Cc1ccc(NC(=O)c2ccnc(N3CCOCC3)c2)cc1NC(=O)c1ccc(OCc2ccccn2)cc1. The log10(clearance) is 0.850. (2) The molecule is c1ccc([C@H]([C@@H](c2ccccc2)N2CCCCC2)N2CCCCC2)cc1. The log10(clearance) is 1.14.